This data is from Reaction yield outcomes from USPTO patents with 853,638 reactions. The task is: Predict the reaction yield, written as a fraction of the theoretical maximum amount of product (1.0 means a 100% yield; for example, 0.34 means a 34% yield). (1) The reactants are CN(C)S([N:6]1[C:10]2=[C:11]3[C:16](=[CH:17][CH:18]=[C:9]2[CH:8]=[N:7]1)[C:15](=[O:19])[C:14]([I:20])=[C:13]([C:21]1[CH:26]=[CH:25][CH:24]=[CH:23][CH:22]=1)[O:12]3)(=O)=O.C(O)(C(F)(F)F)=O. The catalyst is C(Cl)Cl. The product is [I:20][C:14]1[C:15](=[O:19])[C:16]2[C:11]([O:12][C:13]=1[C:21]1[CH:26]=[CH:25][CH:24]=[CH:23][CH:22]=1)=[C:10]1[NH:6][N:7]=[CH:8][C:9]1=[CH:18][CH:17]=2. The yield is 1.00. (2) The reactants are [F:1][C:2]1[C:7]([N+:8]([O-:10])=[O:9])=[CH:6][CH:5]=[CH:4][C:3]=1[CH3:11].[Br:12]N1C(=O)CCC1=O. The catalyst is C(Cl)(Cl)(Cl)Cl.C(OOC(=O)C1C=CC=CC=1)(=O)C1C=CC=CC=1. The product is [Br:12][CH2:11][C:3]1[CH:4]=[CH:5][CH:6]=[C:7]([N+:8]([O-:10])=[O:9])[C:2]=1[F:1]. The yield is 0.340. (3) The reactants are Br[C:2]1[NH:3][C:4]2[C:9]([C:10]=1[C:11]([O:13][CH3:14])=[O:12])=[CH:8][CH:7]=[CH:6][CH:5]=2.[C:15]1(B(O)O)[CH:20]=[CH:19][CH:18]=[CH:17][CH:16]=1.C(=O)([O-])[O-].[Cs+].[Cs+]. The catalyst is O1CCOCC1.O.C1C=CC([P]([Pd]([P](C2C=CC=CC=2)(C2C=CC=CC=2)C2C=CC=CC=2)([P](C2C=CC=CC=2)(C2C=CC=CC=2)C2C=CC=CC=2)[P](C2C=CC=CC=2)(C2C=CC=CC=2)C2C=CC=CC=2)(C2C=CC=CC=2)C2C=CC=CC=2)=CC=1. The product is [C:15]1([C:2]2[NH:3][C:4]3[C:9]([C:10]=2[C:11]([O:13][CH3:14])=[O:12])=[CH:8][CH:7]=[CH:6][CH:5]=3)[CH:20]=[CH:19][CH:18]=[CH:17][CH:16]=1. The yield is 0.800. (4) The reactants are [N+:1]([C:4]1[CH:5]=[C:6]([CH:21]=[CH:22][CH:23]=1)[CH:7]=[C:8]1[CH2:13][CH2:12][N:11](C(OC(C)(C)C)=O)[CH2:10][CH2:9]1)([O-:3])=[O:2].CO.[ClH:26]. The catalyst is C(OCC)C. The product is [ClH:26].[N+:1]([C:4]1[CH:5]=[C:6]([CH:21]=[CH:22][CH:23]=1)[CH:7]=[C:8]1[CH2:13][CH2:12][NH:11][CH2:10][CH2:9]1)([O-:3])=[O:2]. The yield is 0.850. (5) The reactants are [Br:1][CH2:2][CH2:3][CH2:4][CH2:5][CH2:6][C:7](O)=O.S(=O)(=O)(O)O.[NH2:15][NH:16][C:17]([NH2:19])=[S:18].N. No catalyst specified. The product is [Br:1][CH2:2][CH2:3][CH2:4][CH2:5][CH2:6][C:7]1[S:18][C:17]([NH2:19])=[N:16][N:15]=1. The yield is 0.590. (6) The reactants are [CH3:1][N:2]1[C:10]2[CH:9]3[CH2:11][CH:6]([CH2:7][CH2:8]3)[C:5]=2[C:4]([CH2:12][O:13][N:14]2C(=O)C3C(=CC=CC=3)C2=O)=[N:3]1.C(Cl)Cl.O.NN. The catalyst is C(O)C. The product is [NH2:14][O:13][CH2:12][C:4]1[C:5]2[CH:6]3[CH2:11][CH:9]([CH2:8][CH2:7]3)[C:10]=2[N:2]([CH3:1])[N:3]=1. The yield is 0.640. (7) The reactants are [CH2:1](N(CC)CC)C.[O:8]1[C:12]([C:13]2[CH:18]=[CH:17][C:16]([NH:19][C:20]3[N:21]=[C:22]([N:30]([C:34]4[CH:39]=[CH:38][CH:37]=[CH:36][CH:35]=4)[CH2:31][CH2:32][OH:33])[C:23]4[CH2:29][NH:28][CH2:27][CH2:26][C:24]=4[N:25]=3)=[CH:15][CH:14]=2)=[CH:11][N:10]=[CH:9]1.CI. The catalyst is CN(C=O)C. The product is [CH3:1][N:28]1[CH2:27][CH2:26][C:24]2[N:25]=[C:20]([NH:19][C:16]3[CH:17]=[CH:18][C:13]([C:12]4[O:8][CH:9]=[N:10][CH:11]=4)=[CH:14][CH:15]=3)[N:21]=[C:22]([N:30]([C:34]3[CH:35]=[CH:36][CH:37]=[CH:38][CH:39]=3)[CH2:31][CH2:32][OH:33])[C:23]=2[CH2:29]1. The yield is 0.367. (8) The reactants are C(OC([NH:8][C@@H:9]([CH2:13][C:14]1[CH:19]=[CH:18][C:17]([C:20]#[N:21])=[CH:16][CH:15]=1)[C:10]([OH:12])=[O:11])=O)(C)(C)C.S(Cl)(Cl)=O.[CH3:26]O. No catalyst specified. The product is [NH2:8][C@@H:9]([CH2:13][C:14]1[CH:19]=[CH:18][C:17]([C:20]#[N:21])=[CH:16][CH:15]=1)[C:10]([O:12][CH3:26])=[O:11]. The yield is 0.970. (9) The reactants are [CH3:1][S:2]([NH:5][C:6]1[CH:14]=[CH:13][CH:12]=[C:11]2[C:7]=1[C:8](=[O:20])[N:9]([CH2:16][C:17]([OH:19])=[O:18])[C:10]2=[O:15])(=[O:4])=[O:3].[Cl:21][C:22]1[CH:23]=[N+:24]([O-:47])[CH:25]=[C:26]([Cl:46])[C:27]=1[CH2:28][C@@H:29]([C:31]1[CH:36]=[CH:35][C:34]([O:37][CH:38]([F:40])[F:39])=[C:33]([O:41][CH2:42][CH:43]2[CH2:45][CH2:44]2)[CH:32]=1)O.C(Cl)CCl. The catalyst is CN(C1C=CN=CC=1)C.C1COCC1.O. The product is [Cl:21][C:22]1[CH:23]=[N+:24]([O-:47])[CH:25]=[C:26]([Cl:46])[C:27]=1[CH2:28][C@@H:29]([C:31]1[CH:36]=[CH:35][C:34]([O:37][CH:38]([F:40])[F:39])=[C:33]([O:41][CH2:42][CH:43]2[CH2:45][CH2:44]2)[CH:32]=1)[O:18][C:17](=[O:19])[CH2:16][N:9]1[C:8](=[O:20])[C:7]2[C:11](=[CH:12][CH:13]=[CH:14][C:6]=2[NH:5][S:2]([CH3:1])(=[O:3])=[O:4])[C:10]1=[O:15]. The yield is 0.213. (10) The reactants are [N+:1]([C:4]1[CH:15]=[CH:14][C:7]([CH2:8][N:9]2[CH:13]=[N:12][N:11]=[N:10]2)=[CH:6][CH:5]=1)([O-])=O.C(O)C. The catalyst is [C].[Pd].O1CCCC1. The product is [NH2:1][C:4]1[CH:15]=[CH:14][C:7]([CH2:8][N:9]2[CH:13]=[N:12][N:11]=[N:10]2)=[CH:6][CH:5]=1. The yield is 0.710.